Dataset: Forward reaction prediction with 1.9M reactions from USPTO patents (1976-2016). Task: Predict the product of the given reaction. (1) Given the reactants [OH:1][N:2]1[C:6](=[O:7])[C:5]2=[CH:8][CH:9]=[CH:10][CH:11]=[C:4]2[C:3]1=[O:12].CCN(CC)CC.[Br:20][CH2:21][C:22]1[C:23]([CH2:28]Br)=[CH:24][CH:25]=[CH:26][CH:27]=1, predict the reaction product. The product is: [Br:20][CH2:21][C:22]1[CH:27]=[CH:26][CH:25]=[CH:24][C:23]=1[CH2:28][O:1][N:2]1[C:3](=[O:12])[C:4]2[C:5](=[CH:8][CH:9]=[CH:10][CH:11]=2)[C:6]1=[O:7]. (2) Given the reactants C(OC([N:8]1[CH:12]=[C:11]([C:13]2[CH:14]=[C:15]3[C:20](=[CH:21][CH:22]=2)[N:19]=[C:18]([N:23]([CH3:38])[CH2:24][C:25]2[CH:30]=[CH:29][CH:28]=[C:27]([N:31]4[CH2:36][CH2:35][N:34]([CH3:37])[CH2:33][CH2:32]4)[CH:26]=2)[CH:17]=[N:16]3)[CH:10]=[N:9]1)=O)(C)(C)C.Cl.N, predict the reaction product. The product is: [CH3:38][N:23]([CH2:24][C:25]1[CH:30]=[CH:29][CH:28]=[C:27]([N:31]2[CH2:32][CH2:33][N:34]([CH3:37])[CH2:35][CH2:36]2)[CH:26]=1)[C:18]1[CH:17]=[N:16][C:15]2[C:20](=[CH:21][CH:22]=[C:13]([C:11]3[CH:12]=[N:8][NH:9][CH:10]=3)[CH:14]=2)[N:19]=1. (3) Given the reactants [N+:1]([C:4]1[CH:9]=[CH:8][C:7]([C:10]2[CH:15]=[CH:14][C:13]([O:16][C@@H:17]3[CH:22]4[CH2:23][CH2:24][N:19]([CH2:20][CH2:21]4)[CH2:18]3)=[CH:12][CH:11]=2)=[CH:6][CH:5]=1)([O-])=O, predict the reaction product. The product is: [N:19]12[CH2:20][CH2:21][CH:22]([CH2:23][CH2:24]1)[C@@H:17]([O:16][C:13]1[CH:12]=[CH:11][C:10]([C:7]3[CH:8]=[CH:9][C:4]([NH2:1])=[CH:5][CH:6]=3)=[CH:15][CH:14]=1)[CH2:18]2. (4) Given the reactants [NH2:1][C:2]1[CH:7]=[CH:6][CH:5]=[CH:4][C:3]=1[NH:8][S:9]([C:12]1[CH:17]=[C:16]([S:18]([C:21]([F:24])([F:23])[F:22])(=[O:20])=[O:19])[CH:15]=[CH:14][C:13]=1[O:25][CH3:26])(=[O:11])=[O:10].[Cl:27][C:28]1[CH:41]=[CH:40][C:31]2[S:32][C:33]([S:36](Cl)(=[O:38])=[O:37])=[C:34]([CH3:35])[C:30]=2[CH:29]=1, predict the reaction product. The product is: [CH3:26][O:25][C:13]1[CH:14]=[CH:15][C:16]([S:18]([C:21]([F:24])([F:22])[F:23])(=[O:20])=[O:19])=[CH:17][C:12]=1[S:9]([NH:8][C:3]1[CH:4]=[CH:5][CH:6]=[CH:7][C:2]=1[NH:1][S:36]([C:33]1[S:32][C:31]2[CH:40]=[CH:41][C:28]([Cl:27])=[CH:29][C:30]=2[C:34]=1[CH3:35])(=[O:38])=[O:37])(=[O:10])=[O:11].